This data is from NCI-60 drug combinations with 297,098 pairs across 59 cell lines. The task is: Regression. Given two drug SMILES strings and cell line genomic features, predict the synergy score measuring deviation from expected non-interaction effect. (1) Drug 1: C1=C(C(=O)NC(=O)N1)F. Drug 2: CC1=C(C(CCC1)(C)C)C=CC(=CC=CC(=CC(=O)O)C)C. Cell line: SNB-19. Synergy scores: CSS=23.8, Synergy_ZIP=2.87, Synergy_Bliss=0.833, Synergy_Loewe=-3.66, Synergy_HSA=-2.46. (2) Drug 1: C1CC(=O)NC(=O)C1N2CC3=C(C2=O)C=CC=C3N. Drug 2: CN(C)C1=NC(=NC(=N1)N(C)C)N(C)C. Cell line: HCT116. Synergy scores: CSS=-7.18, Synergy_ZIP=-0.857, Synergy_Bliss=-6.10, Synergy_Loewe=-6.10, Synergy_HSA=-5.43. (3) Drug 1: CC12CCC3C(C1CCC2=O)CC(=C)C4=CC(=O)C=CC34C. Drug 2: C1=CC(=CC=C1CCC2=CNC3=C2C(=O)NC(=N3)N)C(=O)NC(CCC(=O)O)C(=O)O. Cell line: HS 578T. Synergy scores: CSS=53.2, Synergy_ZIP=6.84, Synergy_Bliss=6.93, Synergy_Loewe=8.59, Synergy_HSA=8.83. (4) Drug 1: CC1=C(C(CCC1)(C)C)C=CC(=CC=CC(=CC(=O)O)C)C. Drug 2: COC1=NC(=NC2=C1N=CN2C3C(C(C(O3)CO)O)O)N. Cell line: T-47D. Synergy scores: CSS=9.53, Synergy_ZIP=-0.409, Synergy_Bliss=1.57, Synergy_Loewe=-7.31, Synergy_HSA=-2.90. (5) Cell line: SNB-75. Synergy scores: CSS=9.97, Synergy_ZIP=-1.17, Synergy_Bliss=3.49, Synergy_Loewe=-0.498, Synergy_HSA=2.06. Drug 2: COCCOC1=C(C=C2C(=C1)C(=NC=N2)NC3=CC=CC(=C3)C#C)OCCOC.Cl. Drug 1: CCCS(=O)(=O)NC1=C(C(=C(C=C1)F)C(=O)C2=CNC3=C2C=C(C=N3)C4=CC=C(C=C4)Cl)F. (6) Synergy scores: CSS=27.3, Synergy_ZIP=0.370, Synergy_Bliss=0.284, Synergy_Loewe=-11.6, Synergy_HSA=0.601. Cell line: NCI-H522. Drug 2: CCC1(C2=C(COC1=O)C(=O)N3CC4=CC5=C(C=CC(=C5CN(C)C)O)N=C4C3=C2)O.Cl. Drug 1: CC(C)(C#N)C1=CC(=CC(=C1)CN2C=NC=N2)C(C)(C)C#N. (7) Drug 1: CNC(=O)C1=NC=CC(=C1)OC2=CC=C(C=C2)NC(=O)NC3=CC(=C(C=C3)Cl)C(F)(F)F. Drug 2: CC1C(C(CC(O1)OC2CC(CC3=C2C(=C4C(=C3O)C(=O)C5=CC=CC=C5C4=O)O)(C(=O)C)O)N)O. Cell line: T-47D. Synergy scores: CSS=53.8, Synergy_ZIP=1.88, Synergy_Bliss=2.30, Synergy_Loewe=2.99, Synergy_HSA=5.68. (8) Drug 1: C1CC(CCC1OC2=C(C(=CC=C2)Cl)F)(CC3=NC(=CC=C3)NC4=NC=CS4)C(=O)O. Drug 2: CC1(CCCN1)C2=NC3=C(C=CC=C3N2)C(=O)N. Cell line: SK-OV-3. Synergy scores: CSS=22.7, Synergy_ZIP=7.59, Synergy_Bliss=13.9, Synergy_Loewe=0.789, Synergy_HSA=11.5. (9) Drug 1: C1=C(C(=O)NC(=O)N1)N(CCCl)CCCl. Drug 2: C1CNP(=O)(OC1)N(CCCl)CCCl. Cell line: UO-31. Synergy scores: CSS=15.5, Synergy_ZIP=-4.74, Synergy_Bliss=1.78, Synergy_Loewe=-9.05, Synergy_HSA=0.597.